Dataset: Plasma protein binding rate (PPBR) regression data from AstraZeneca. Task: Regression/Classification. Given a drug SMILES string, predict its absorption, distribution, metabolism, or excretion properties. Task type varies by dataset: regression for continuous measurements (e.g., permeability, clearance, half-life) or binary classification for categorical outcomes (e.g., BBB penetration, CYP inhibition). For this dataset (ppbr_az), we predict Y. (1) The molecule is Cc1nc(C)c(-c2ccc([C@H]3CC[C@H](CC(=O)NC(C)(C)C(=O)O)CC3)cc2)nc1C(N)=O. The Y is 92.2 %. (2) The drug is COc1cc(OC)c(S(=O)(=O)NCc2ccccc2N2CCC(CO)CC2)cc1NC(=O)CCC(=O)O. The Y is 59.7 %. (3) The molecule is C[C@H](CO)Nc1nc(SCc2ccccc2)nc2[nH]c(=O)sc12. The Y is 99.7 %. (4) The compound is CC(C)N(CCNCCc1ccc(O)c2[nH]c(=O)sc12)C(=O)CCOCCc1ccccc1. The Y is 97.2 %. (5) The compound is COc1cc(OC)c2nc(C)c3c(c2c1)N(c1ccc(O)cc1)CC3. The Y is 88.8 %.